Task: Predict which catalyst facilitates the given reaction.. Dataset: Catalyst prediction with 721,799 reactions and 888 catalyst types from USPTO The catalyst class is: 7. Product: [F:1][C:2]([F:50])([C:5]1[C:6]2[CH2:7][C:8]([CH3:29])([CH3:28])[N:9]=[C:10]([C:22]3[CH:27]=[CH:26][CH:25]=[CH:24][CH:23]=3)[C:11]=2[C:12]2[CH2:19][C:18]([CH3:21])([CH3:20])[O:17][C:13]=2[C:14]=1[O:15][CH3:16])[C:3]#[N:4]. Reactant: [F:1][CH:2]([C:5]1[C:6]2[CH2:7][C:8]([CH3:29])([CH3:28])[N:9]=[C:10]([C:22]3[CH:27]=[CH:26][CH:25]=[CH:24][CH:23]=3)[C:11]=2[C:12]2[CH2:19][C:18]([CH3:21])([CH3:20])[O:17][C:13]=2[C:14]=1[O:15][CH3:16])[C:3]#[N:4].C([Li])(C)(C)C.CCCCC.C1C=CC(S(N(S(C2C=CC=CC=2)(=O)=O)[F:50])(=O)=O)=CC=1.